Task: Predict the reaction yield, written as a fraction of the theoretical maximum amount of product (1.0 means a 100% yield; for example, 0.34 means a 34% yield).. Dataset: Reaction yield outcomes from USPTO patents with 853,638 reactions (1) The reactants are [OH:1][C:2]([C:22]1[S:23][CH:24]=[CH:25][CH:26]=1)([C:17]1[S:18][CH:19]=[CH:20][CH:21]=1)[C:3]([O:5][C@H:6]1[CH2:11][CH2:10][C@H:9]([N:12]([CH2:14][CH2:15][NH2:16])[CH3:13])[CH2:8][CH2:7]1)=[O:4].[O:27]=[C:28]([CH3:41])[CH2:29][C:30]1[CH:40]=[CH:39][C:33]([O:34][CH2:35][C:36](O)=[O:37])=[CH:32][CH:31]=1.CCN(C(C)C)C(C)C.CN(C(ON1N=NC2C=CC=NC1=2)=[N+](C)C)C.F[P-](F)(F)(F)(F)F. The catalyst is CN(C=O)C.CCO. The product is [OH:1][C:2]([C:17]1[S:18][CH:19]=[CH:20][CH:21]=1)([C:22]1[S:23][CH:24]=[CH:25][CH:26]=1)[C:3]([O:5][C@H:6]1[CH2:7][CH2:8][C@H:9]([N:12]([CH3:13])[CH2:14][CH2:15][NH:16][C:36](=[O:37])[CH2:35][O:34][C:33]2[CH:39]=[CH:40][C:30]([CH2:29][C:28](=[O:27])[CH3:41])=[CH:31][CH:32]=2)[CH2:10][CH2:11]1)=[O:4]. The yield is 0.850. (2) The reactants are [OH:1][C:2]1[CH:3]=[C:4]([CH:7]=[CH:8][C:9]=1[O:10][CH3:11])[CH:5]=[O:6].I[C:13]1[CH:18]=[CH:17][CH:16]=[C:15]([Cl:19])[CH:14]=1.C([O-])([O-])=O.[Cs+].[Cs+].CN(C)CC(O)=O.Cl. The catalyst is O1CCOCC1.[Cu]I. The product is [Cl:19][C:15]1[CH:14]=[C:13]([CH:18]=[CH:17][CH:16]=1)[O:1][C:2]1[CH:3]=[C:4]([CH:7]=[CH:8][C:9]=1[O:10][CH3:11])[CH:5]=[O:6]. The yield is 0.240. (3) The reactants are C(O[BH-](OC(=O)C)OC(=O)C)(=O)C.[Na+].[CH:15](=O)[CH2:16][CH3:17].[CH3:19][O:20][CH2:21][CH2:22][C@@H:23]1[NH:28][CH2:27][CH2:26][N:25]([C:29]2[C:38]3[N:37]=[C:36]([C:39]([F:42])([F:41])[F:40])[S:35][C:34]=3[NH:33][C:32]3[CH:43]=[CH:44][CH:45]=[CH:46][C:31]=3[N:30]=2)[CH2:24]1. The catalyst is ClC(Cl)C. The product is [CH3:19][O:20][CH2:21][CH2:22][C@@H:23]1[N:28]([CH2:15][CH2:16][CH3:17])[CH2:27][CH2:26][N:25]([C:29]2[C:38]3[N:37]=[C:36]([C:39]([F:41])([F:42])[F:40])[S:35][C:34]=3[NH:33][C:32]3[CH:43]=[CH:44][CH:45]=[CH:46][C:31]=3[N:30]=2)[CH2:24]1. The yield is 0.740. (4) The reactants are [F:1][C:2]1[CH:3]=[C:4]([CH:6]=[CH:7][C:8]=1[N:9]1[CH2:14][CH2:13][O:12][CH2:11][CH2:10]1)[NH2:5].C[Al](C)C.C[O:20][C:21](=O)/[CH:22]=[C:23](\[NH:25][C:26](=O)[CH2:27][CH2:28][C:29]1[CH:34]=[CH:33][CH:32]=[C:31]([F:35])[CH:30]=1)/[CH3:24]. The catalyst is C(Cl)Cl. The product is [F:1][C:2]1[CH:3]=[C:4]([N:5]2[C:21](=[O:20])[CH:22]=[C:23]([CH3:24])[N:25]=[C:26]2[CH2:27][CH2:28][C:29]2[CH:34]=[CH:33][CH:32]=[C:31]([F:35])[CH:30]=2)[CH:6]=[CH:7][C:8]=1[N:9]1[CH2:14][CH2:13][O:12][CH2:11][CH2:10]1. The yield is 0.710.